This data is from Forward reaction prediction with 1.9M reactions from USPTO patents (1976-2016). The task is: Predict the product of the given reaction. Given the reactants [OH:1][C:2]1[CH:9]=[CH:8][C:7]([I:10])=[CH:6][C:3]=1[C:4]#[N:5].Cl[C:12]1[CH:17]=[CH:16][C:15]([C:18]([F:21])([F:20])[F:19])=[CH:14][N:13]=1.C([O-])([O-])=O.[K+].[K+], predict the reaction product. The product is: [I:10][C:7]1[CH:8]=[CH:9][C:2]([O:1][C:12]2[CH:17]=[CH:16][C:15]([C:18]([F:21])([F:20])[F:19])=[CH:14][N:13]=2)=[C:3]([CH:6]=1)[C:4]#[N:5].